Dataset: Peptide-MHC class I binding affinity with 185,985 pairs from IEDB/IMGT. Task: Regression. Given a peptide amino acid sequence and an MHC pseudo amino acid sequence, predict their binding affinity value. This is MHC class I binding data. (1) The peptide sequence is RVYLQGHGY. The MHC is HLA-B15:17 with pseudo-sequence HLA-B15:17. The binding affinity (normalized) is 0.851. (2) The peptide sequence is ASQPFARL. The MHC is H-2-Db with pseudo-sequence H-2-Db. The binding affinity (normalized) is 0.194.